Dataset: Reaction yield outcomes from USPTO patents with 853,638 reactions. Task: Predict the reaction yield, written as a fraction of the theoretical maximum amount of product (1.0 means a 100% yield; for example, 0.34 means a 34% yield). The reactants are C(=O)([O-])[O-].[Cs+].[Cs+].[CH3:7][NH:8][S:9]([CH3:12])(=[O:11])=[O:10].F[C:14]1[CH:21]=[CH:20][CH:19]=[CH:18][C:15]=1[C:16]#[N:17]. The catalyst is C(#N)C. The product is [C:16]([C:15]1[CH:18]=[CH:19][CH:20]=[CH:21][C:14]=1[N:8]([CH3:7])[S:9]([CH3:12])(=[O:11])=[O:10])#[N:17]. The yield is 0.889.